This data is from NCI-60 drug combinations with 297,098 pairs across 59 cell lines. The task is: Regression. Given two drug SMILES strings and cell line genomic features, predict the synergy score measuring deviation from expected non-interaction effect. (1) Drug 1: CCN(CC)CCCC(C)NC1=C2C=C(C=CC2=NC3=C1C=CC(=C3)Cl)OC. Drug 2: CC1C(C(CC(O1)OC2CC(CC3=C2C(=C4C(=C3O)C(=O)C5=C(C4=O)C(=CC=C5)OC)O)(C(=O)CO)O)N)O.Cl. Cell line: SK-MEL-2. Synergy scores: CSS=28.7, Synergy_ZIP=-2.40, Synergy_Bliss=-8.52, Synergy_Loewe=-24.1, Synergy_HSA=-8.26. (2) Drug 2: CCC1(C2=C(COC1=O)C(=O)N3CC4=CC5=C(C=CC(=C5CN(C)C)O)N=C4C3=C2)O.Cl. Drug 1: CN(CCCl)CCCl.Cl. Cell line: A549. Synergy scores: CSS=53.8, Synergy_ZIP=-2.87, Synergy_Bliss=-3.62, Synergy_Loewe=-2.89, Synergy_HSA=0.145.